Dataset: Retrosynthesis with 50K atom-mapped reactions and 10 reaction types from USPTO. Task: Predict the reactants needed to synthesize the given product. (1) The reactants are: CN1CCNCC1.O=C(O)C(Br)c1cccc2c1OCCO2. Given the product CN1CCN(C(C(=O)O)c2cccc3c2OCCO3)CC1, predict the reactants needed to synthesize it. (2) Given the product COC(=O)CCc1ccc(NC(=O)[C@@H]2N[C@@H](CC(C)(C)C)[C@@]3(C(=O)Nc4cc(Cl)ccc43)[C@H]2c2cccc(Cl)c2F)cc1, predict the reactants needed to synthesize it. The reactants are: CC(C)(C)CC1NC(C(=O)O)C(c2cccc(Cl)c2F)C12C(=O)Nc1cc(Cl)ccc12.COC(=O)CCc1ccc(N)cc1. (3) Given the product CC(O)c1ccc2c(c1)C13CC2c2ccccc2C1CN(CC1CCCC1)C3, predict the reactants needed to synthesize it. The reactants are: CC(=O)c1ccc2c(c1)C13CC2c2ccccc2C1CN(CC1CCCC1)C3. (4) Given the product Cc1c([C@@H](O)CN2CCCC2CNS(=O)(=O)c2ccc(-n3cnnn3)cc2)ccc2c1COC2=O, predict the reactants needed to synthesize it. The reactants are: Cc1c([C@@H](O)CN2CCCC2CN)ccc2c1COC2=O.O=S(=O)(Cl)c1ccc(-n2cnnn2)cc1. (5) Given the product COCCn1ccc(O)cc1=O, predict the reactants needed to synthesize it. The reactants are: COCCn1ccc(OCc2ccccc2)cc1=O. (6) Given the product COc1cc2c(Oc3ccc4cccnc4c3)ncnc2cc1OCCN1CCCCC1, predict the reactants needed to synthesize it. The reactants are: COc1cc2c(Cl)ncnc2cc1OCCN1CCCCC1.Oc1ccc2cccnc2c1.